From a dataset of Forward reaction prediction with 1.9M reactions from USPTO patents (1976-2016). Predict the product of the given reaction. (1) Given the reactants [NH2:1][C:2]1[CH:7]=[CH:6][C:5]([CH2:8][C:9]([O:11][CH3:12])=[O:10])=[CH:4][C:3]=1[Cl:13].[Cl:14][C:15]1[CH:20]=[CH:19][CH:18]=[CH:17][C:16]=1[N:21]=[C:22]=[O:23].CCN(CC)CC, predict the reaction product. The product is: [Cl:13][C:3]1[CH:4]=[C:5]([CH2:8][C:9]([O:11][CH3:12])=[O:10])[CH:6]=[CH:7][C:2]=1[NH:1][C:22]([NH:21][C:16]1[CH:17]=[CH:18][CH:19]=[CH:20][C:15]=1[Cl:14])=[O:23]. (2) Given the reactants [CH3:1][O:2][N:3]=[CH:4][C:5]1[CH:10]=[CH:9][C:8]([CH3:11])=[CH:7][CH:6]=1.C([BH3-])#N.[Na+], predict the reaction product. The product is: [CH3:1][O:2][NH:3][CH2:4][C:5]1[CH:10]=[CH:9][C:8]([CH3:11])=[CH:7][CH:6]=1.